From a dataset of HIV replication inhibition screening data with 41,000+ compounds from the AIDS Antiviral Screen. Binary Classification. Given a drug SMILES string, predict its activity (active/inactive) in a high-throughput screening assay against a specified biological target. (1) The molecule is CCOC(=O)CN1C(=O)c2c(NC(=O)C(=O)O)cccc2S1(=O)=O. The result is 0 (inactive). (2) The compound is COC(=O)C(C)(C)C(OP(=S)(N(C)C)N(C)C)=C(C)C. The result is 0 (inactive).